Regression. Given two drug SMILES strings and cell line genomic features, predict the synergy score measuring deviation from expected non-interaction effect. From a dataset of NCI-60 drug combinations with 297,098 pairs across 59 cell lines. Drug 1: CCN(CC)CCCC(C)NC1=C2C=C(C=CC2=NC3=C1C=CC(=C3)Cl)OC. Cell line: TK-10. Synergy scores: CSS=15.2, Synergy_ZIP=-1.18, Synergy_Bliss=2.77, Synergy_Loewe=-0.967, Synergy_HSA=-4.07. Drug 2: C1C(C(OC1N2C=NC3=C2NC=NCC3O)CO)O.